Dataset: Peptide-MHC class I binding affinity with 185,985 pairs from IEDB/IMGT. Task: Regression. Given a peptide amino acid sequence and an MHC pseudo amino acid sequence, predict their binding affinity value. This is MHC class I binding data. (1) The peptide sequence is KENLYIKSI. The MHC is HLA-B44:03 with pseudo-sequence HLA-B44:03. The binding affinity (normalized) is 0.559. (2) The peptide sequence is AFASLQDML. The MHC is HLA-A24:03 with pseudo-sequence HLA-A24:03. The binding affinity (normalized) is 0.339. (3) The peptide sequence is KQIGGTLFE. The MHC is HLA-B40:01 with pseudo-sequence HLA-B40:01. The binding affinity (normalized) is 0.213. (4) The MHC is HLA-A02:16 with pseudo-sequence HLA-A02:16. The binding affinity (normalized) is 0.0847. The peptide sequence is MHGHGKHIL. (5) The peptide sequence is GRNSRFPDK. The MHC is HLA-A01:01 with pseudo-sequence HLA-A01:01. The binding affinity (normalized) is 0.0847. (6) The peptide sequence is IQLDEKSSI. The MHC is HLA-A02:02 with pseudo-sequence HLA-A02:02. The binding affinity (normalized) is 0.258. (7) The binding affinity (normalized) is 0.0847. The peptide sequence is GFKLRSAVM. The MHC is HLA-A02:16 with pseudo-sequence HLA-A02:16.